Dataset: Reaction yield outcomes from USPTO patents with 853,638 reactions. Task: Predict the reaction yield, written as a fraction of the theoretical maximum amount of product (1.0 means a 100% yield; for example, 0.34 means a 34% yield). (1) The reactants are CS(C)=O.C(Cl)(=O)C(Cl)=O.[Cl:11][C:12]1[CH:29]=[C:28]([Cl:30])[CH:27]=[CH:26][C:13]=1[CH2:14][N:15]1[C:19]([CH2:20][OH:21])=[CH:18][C:17]([O:22][CH:23]([CH3:25])[CH3:24])=[N:16]1.Cl. The catalyst is ClCCl.C(N(CC)CC)C. The product is [Cl:11][C:12]1[CH:29]=[C:28]([Cl:30])[CH:27]=[CH:26][C:13]=1[CH2:14][N:15]1[C:19]([CH:20]=[O:21])=[CH:18][C:17]([O:22][CH:23]([CH3:25])[CH3:24])=[N:16]1. The yield is 0.950. (2) The reactants are ClC1C=CC2SC=C([CH2:9][N:10]3CCN(C4SC(C(O)=O)=C(C)N=4)[C:11]3=O)C=2C=1.[F:27][C:28]1[CH:49]=[CH:48][C:31]([CH2:32][N:33]2[CH2:37][CH2:36][N:35]([C:38]3[S:39][C:40]([C:44](O)=[O:45])=[C:41]([CH3:43])[N:42]=3)[C:34]2=[O:47])=[CH:30][CH:29]=1.Cl.CNC. No catalyst specified. The product is [F:27][C:28]1[CH:29]=[CH:30][C:31]([CH2:32][N:33]2[CH2:37][CH2:36][N:35]([C:38]3[S:39][C:40]([C:44]([N:10]([CH3:11])[CH3:9])=[O:45])=[C:41]([CH3:43])[N:42]=3)[C:34]2=[O:47])=[CH:48][CH:49]=1. The yield is 0.340. (3) The reactants are [F:1][C:2]1[CH:7]=[C:6]([CH3:8])[CH:5]=[C:4]([N+:9]([O-])=O)[C:3]=1[OH:12]. The catalyst is C(O)C.[Pd]. The product is [F:1][C:2]1[CH:7]=[C:6]([CH3:8])[CH:5]=[C:4]([NH2:9])[C:3]=1[OH:12]. The yield is 0.336. (4) The reactants are [F:1][C:2]1([F:14])[CH2:6][CH2:5][N:4]([C:7]([CH:9]2[CH2:13][CH2:12][NH:11][CH2:10]2)=[O:8])[CH2:3]1.[F:15][C:16]1[CH:24]=[CH:23][C:22]([CH:25]=[O:26])=[CH:21][C:17]=1[C:18](O)=[O:19].F[P-](F)(F)(F)(F)F.N1(OC(N(C)C)=[N+](C)C)C2C=CC=CC=2N=N1.C(N(CC)C(C)C)(C)C. No catalyst specified. The product is [F:14][C:2]1([F:1])[CH2:6][CH2:5][N:4]([C:7]([CH:9]2[CH2:13][CH2:12][N:11]([C:18]([C:17]3[CH:21]=[C:22]([CH:23]=[CH:24][C:16]=3[F:15])[CH:25]=[O:26])=[O:19])[CH2:10]2)=[O:8])[CH2:3]1. The yield is 0.600. (5) The reactants are [Cl:1][C:2]1[CH:7]=[CH:6][C:5]([CH2:8][C:9](N)=[O:10])=[CH:4][C:3]=1[N+:12]([O-:14])=[O:13].[CH3:15][OH:16]. No catalyst specified. The product is [CH3:15][O:16][C:9](=[O:10])[CH2:8][C:5]1[CH:6]=[CH:7][C:2]([Cl:1])=[C:3]([N+:12]([O-:14])=[O:13])[CH:4]=1. The yield is 0.890. (6) The reactants are Br[C:2]1[CH:12]=[C:11]([F:13])[C:5]2[O:6][CH2:7][C:8](=[O:10])[NH:9][C:4]=2[CH:3]=1.[CH:14]([O:16]CCCCO)=[CH2:15].C([O-])([O-])=O.[K+].[K+].Cl. The catalyst is O.CN(C=O)C. The product is [C:14]([C:2]1[CH:12]=[C:11]([F:13])[C:5]2[O:6][CH2:7][C:8](=[O:10])[NH:9][C:4]=2[CH:3]=1)(=[O:16])[CH3:15]. The yield is 0.720. (7) The reactants are [Br:1][C:2]1[CH:3]=[C:4]([N:8]2[C:12]3[C:13](=[O:16])[CH2:14][CH2:15][C:11]=3[C:10]([C:17]([O:19][CH2:20][CH3:21])=[O:18])=[N:9]2)[CH:5]=[CH:6][CH:7]=1.[BH4-].[Na+]. The catalyst is C(O)C.C(OCC)(=O)C. The product is [Br:1][C:2]1[CH:3]=[C:4]([N:8]2[C:12]3[CH:13]([OH:16])[CH2:14][CH2:15][C:11]=3[C:10]([C:17]([O:19][CH2:20][CH3:21])=[O:18])=[N:9]2)[CH:5]=[CH:6][CH:7]=1. The yield is 0.660. (8) The reactants are [CH:1]1([CH2:6][C:7]2[C:8](=[O:13])[NH:9][CH:10]=[CH:11][CH:12]=2)[CH2:5][CH:4]=[CH:3][CH2:2]1.CC1C=CC=C(C)N=1.[F:22][C:23]([F:36])([F:35])[S:24](O[S:24]([C:23]([F:36])([F:35])[F:22])(=[O:26])=[O:25])(=[O:26])=[O:25].O. The catalyst is ClCCl. The product is [CH:1]1([CH2:6][C:7]2[C:8]([O:13][S:24]([C:23]([F:36])([F:35])[F:22])(=[O:26])=[O:25])=[N:9][CH:10]=[CH:11][CH:12]=2)[CH2:2][CH:3]=[CH:4][CH2:5]1. The yield is 0.930.